This data is from Forward reaction prediction with 1.9M reactions from USPTO patents (1976-2016). The task is: Predict the product of the given reaction. (1) The product is: [CH3:1][C:2]1[NH:6][C:5]2[CH:10]=[CH:11][C:12]3[C@@H:13]([O:31][CH2:32][CH2:33][O:34][CH3:35])[C@H:14]([O:24][C:25](=[O:30])[C:26]([CH3:29])([CH3:27])[CH3:28])[C@@H:15]([C:18]4[CH:23]=[CH:22][CH:21]=[CH:20][CH:19]=4)[O:16][C:17]=3[C:4]=2[N:3]=1. Given the reactants [CH3:1][C:2]1[N:6](C=CC)[C:5]2[CH:10]=[CH:11][C:12]3[C@@H:13]([O:31][CH2:32][CH2:33][O:34][CH3:35])[C@H:14]([O:24][C:25](=[O:30])[C:26]([CH3:29])([CH3:28])[CH3:27])[C@@H:15]([C:18]4[CH:23]=[CH:22][CH:21]=[CH:20][CH:19]=4)[O:16][C:17]=3[C:4]=2[N:3]=1.[Mn]([O-])(=O)(=O)=O.[K+], predict the reaction product. (2) Given the reactants II.C(O)(=O)C.[Cl:7][C:8]1[CH:13]=[C:12]([S:14](Cl)(=O)=O)[CH:11]=[CH:10][C:9]=1[O:18][S:19]([CH3:22])(=[O:21])=[O:20], predict the reaction product. The product is: [Cl:7][C:8]1[CH:13]=[C:12]([SH:14])[CH:11]=[CH:10][C:9]=1[O:18][S:19]([CH3:22])(=[O:21])=[O:20]. (3) Given the reactants [Cl:1][C:2]1[CH:3]=[CH:4][C:5]2[O:9][C:8]([C:10]3[CH:15]=[CH:14][C:13]([O:16]C)=[CH:12][CH:11]=3)=[CH:7][C:6]=2[CH:18]=1.Cl.N1C=CC=CC=1, predict the reaction product. The product is: [Cl:1][C:2]1[CH:3]=[CH:4][C:5]2[O:9][C:8]([C:10]3[CH:11]=[CH:12][C:13]([OH:16])=[CH:14][CH:15]=3)=[CH:7][C:6]=2[CH:18]=1. (4) The product is: [Cl:1][C:2]1[CH:7]=[CH:6][C:5]([O:8][C:17]2[CH:22]=[C:21]([CH:20]=[C:19]([CH3:24])[CH:18]=2)[O:41][C:36]2[CH:37]=[CH:40][C:48]([CH2:49][CH2:50][C:25]([OH:26])=[O:28])=[C:34]([CH2:32][CH3:43])[CH:35]=2)=[C:4]([O:9][C:10]2[CH:15]=[CH:14][CH:13]=[CH:12][CH:11]=2)[CH:3]=1. Given the reactants [Cl:1][C:2]1[CH:7]=[CH:6][C:5]([OH:8])=[C:4]([O:9][C:10]2[CH:15]=[CH:14][CH:13]=[CH:12][CH:11]=2)[CH:3]=1.Br[C:17]1[CH:18]=[C:19]([CH3:24])[CH:20]=[C:21](Br)[CH:22]=1.[C:25](=[O:28])([O-])[O-:26].[Cs+].[Cs+].C[C:32]([CH3:43])([C:34](=O)[CH2:35][C:36](=[O:41])[C:37]([CH3:40])(C)C)C.N#N.CN1C[CH2:50][CH2:49][C:48]1=O, predict the reaction product. (5) Given the reactants [CH2:1]([C@H:3]1[C:11]2[C:6](=[CH:7][C:8]([C:12]([NH:14][CH2:15][C:16]3[CH:21]=[CH:20][C:19]([S:22]([CH2:25][CH3:26])(=[O:24])=[O:23])=[CH:18][N:17]=3)=[O:13])=[CH:9][CH:10]=2)[CH2:5][NH:4]1)[CH3:2].C(OC(N1CC2C(=CC=C(C(O)=O)C=2)[C@H]1CC)=O)(C)(C)C, predict the reaction product. The product is: [CH2:1]([C@@H:3]1[C:11]2[C:6](=[CH:7][C:8]([C:12]([NH:14][CH2:15][C:16]3[CH:21]=[CH:20][C:19]([S:22]([CH2:25][CH3:26])(=[O:24])=[O:23])=[CH:18][N:17]=3)=[O:13])=[CH:9][CH:10]=2)[CH2:5][NH:4]1)[CH3:2]. (6) Given the reactants [Cl:1][C:2]1[CH:11]=[C:10]2[C:5]([CH:6]=[C:7](C(O)=O)[N:8]=[CH:9]2)=[CH:4][CH:3]=1.C([N:17](CC)CC)C.C1(P(N=[N+]=[N-])(C2C=CC=CC=2)=O)C=CC=CC=1, predict the reaction product. The product is: [Cl:1][C:2]1[CH:11]=[C:10]2[C:5]([CH:6]=[C:7]([NH2:17])[N:8]=[CH:9]2)=[CH:4][CH:3]=1. (7) Given the reactants [CH2:1]([C:4]1([C:18]([O:20]C)=[O:19])[CH2:8][O:7][C:6]([CH3:10])([CH3:9])[N:5]1[C:11]([O:13][C:14]([CH3:17])([CH3:16])[CH3:15])=[O:12])[CH:2]=C.[OH-:22].[Na+], predict the reaction product. The product is: [OH:22][CH:2]1[CH2:1][C:4]2([N:5]([C:11]([O:13][C:14]([CH3:17])([CH3:15])[CH3:16])=[O:12])[C:6]([CH3:10])([CH3:9])[O:7][CH2:8]2)[C:18](=[O:19])[O:20]1. (8) Given the reactants Br[C:2]1[CH:3]=[C:4]([S:8]([NH:11][C:12]2[CH:21]=[CH:20][C:15]([C:16]([O:18][CH3:19])=[O:17])=[C:14]([OH:22])[CH:13]=2)(=[O:10])=[O:9])[CH:5]=[CH:6][CH:7]=1.[C:23]([C:26]1[S:30][C:29](B(O)O)=[CH:28][CH:27]=1)(=[O:25])[CH3:24], predict the reaction product. The product is: [C:23]([C:26]1[S:30][C:29]([C:2]2[CH:3]=[C:4]([S:8]([NH:11][C:12]3[CH:21]=[CH:20][C:15]([C:16]([O:18][CH3:19])=[O:17])=[C:14]([OH:22])[CH:13]=3)(=[O:10])=[O:9])[CH:5]=[CH:6][CH:7]=2)=[CH:28][CH:27]=1)(=[O:25])[CH3:24]. (9) Given the reactants [CH:1](=O)[C:2]1[CH:7]=[CH:6][CH:5]=[CH:4][CH:3]=1.S([O-])(O)=O.[Na+].[NH2:14][C:15]1[CH:16]=[C:17]([CH:22]=[CH:23][C:24]=1[NH2:25])[C:18]([O:20][CH3:21])=[O:19], predict the reaction product. The product is: [C:2]1([C:1]2[NH:14][C:15]3[CH:16]=[C:17]([C:18]([O:20][CH3:21])=[O:19])[CH:22]=[CH:23][C:24]=3[N:25]=2)[CH:7]=[CH:6][CH:5]=[CH:4][CH:3]=1.